This data is from Full USPTO retrosynthesis dataset with 1.9M reactions from patents (1976-2016). The task is: Predict the reactants needed to synthesize the given product. Given the product [Cl:33][CH2:26][C:23]1[CH:24]=[CH:25][C:20]([C:3]([C:6]2[CH:11]=[CH:10][C:9]([O:12][CH:13]3[CH2:18][CH2:17][CH2:16][CH2:15][O:14]3)=[C:8]([CH3:19])[CH:7]=2)([CH2:4][CH3:5])[CH2:1][CH3:2])=[CH:21][C:22]=1[CH3:28], predict the reactants needed to synthesize it. The reactants are: [CH2:1]([C:3]([C:20]1[CH:25]=[CH:24][C:23]([CH2:26]O)=[C:22]([CH3:28])[CH:21]=1)([C:6]1[CH:11]=[CH:10][C:9]([O:12][CH:13]2[CH2:18][CH2:17][CH2:16][CH2:15][O:14]2)=[C:8]([CH3:19])[CH:7]=1)[CH2:4][CH3:5])[CH3:2].CS([Cl:33])(=O)=O.CCN(CC)CC.[Li+].[Cl-].